Dataset: Forward reaction prediction with 1.9M reactions from USPTO patents (1976-2016). Task: Predict the product of the given reaction. Given the reactants [CH2:1](O)[C@H:2]1[O:7][C@H:6]([O:8][C@:9]2(CO)O[C@H](CO)[C@@H](O)[C@@H]2O)[C@H:5](O)[C@@H:4](O)[C@@H:3]1O.[C:24]([O-])(=O)[CH2:25][CH2:26][CH2:27][CH2:28][CH2:29][CH2:30][CH2:31][CH2:32][CH2:33][CH2:34][CH2:35]CCCCCC.[Na+].C(=O)([O-])[O-].[K+].[K+], predict the reaction product. The product is: [C:6]([O:8][CH3:9])(=[O:7])[CH2:5][CH2:4][CH2:3][CH2:2][CH2:1][CH2:35][CH2:34][CH2:33][CH2:32][CH2:31][CH2:30][CH2:29][CH2:28][CH2:27][CH2:26][CH2:25][CH3:24].